Task: Regression. Given a peptide amino acid sequence and an MHC pseudo amino acid sequence, predict their binding affinity value. This is MHC class II binding data.. Dataset: Peptide-MHC class II binding affinity with 134,281 pairs from IEDB The peptide sequence is AVHVWLRLPAGRVEI. The MHC is DRB1_1101 with pseudo-sequence DRB1_1101. The binding affinity (normalized) is 0.693.